From a dataset of Reaction yield outcomes from USPTO patents with 853,638 reactions. Predict the reaction yield, written as a fraction of the theoretical maximum amount of product (1.0 means a 100% yield; for example, 0.34 means a 34% yield). (1) The reactants are [Br:1][C:2]1[CH:3]=[CH:4][C:5]([OH:11])=[C:6]([CH:10]=1)[C:7]([OH:9])=[O:8].N12CN3CN(CN(C3)C1)C2.FC(F)(F)[C:24](O)=[O:25]. No catalyst specified. The product is [Br:1][C:2]1[CH:3]=[C:4]([CH:24]=[O:25])[C:5]([OH:11])=[C:6]([CH:10]=1)[C:7]([OH:9])=[O:8]. The yield is 0.500. (2) The reactants are [Cl:1][C:2]1[CH:21]=[C:20]([C:22]([F:25])([F:24])[F:23])[CH:19]=[CH:18][C:3]=1[CH2:4][N:5]1[C:9]([C:10](OCC)=[O:11])=[CH:8][C:7]([CH:15]([CH3:17])[CH3:16])=[N:6]1.[H-].C([Al+]CC(C)C)C(C)C.CO.[C@H](O)(C([O-])=O)[C@@H](O)C([O-])=O.[Na+].[K+]. The catalyst is O1CCCC1.C1(C)C=CC=CC=1. The product is [Cl:1][C:2]1[CH:21]=[C:20]([C:22]([F:25])([F:23])[F:24])[CH:19]=[CH:18][C:3]=1[CH2:4][N:5]1[C:9]([CH2:10][OH:11])=[CH:8][C:7]([CH:15]([CH3:17])[CH3:16])=[N:6]1. The yield is 0.990.